From a dataset of Catalyst prediction with 721,799 reactions and 888 catalyst types from USPTO. Predict which catalyst facilitates the given reaction. (1) Reactant: [NH2:1][C:2]1[N:7]=[C:6]([N:8]2[C@H:13]([CH3:14])[CH2:12][O:11][C@H:10]([CH2:15][NH:16][C:17](=[O:24])[C:18]3[CH:23]=[CH:22][CH:21]=[CH:20][CH:19]=3)[CH2:9]2)[CH:5]=[C:4]([C:25]2[CH:30]=[CH:29][C:28]([C:31]#[N:32])=[C:27](F)[CH:26]=2)[N:3]=1.O.[NH2:35][NH2:36].C([O-])(O)=O.[Na+]. Product: [NH2:1][C:2]1[N:7]=[C:6]([N:8]2[C@H:13]([CH3:14])[CH2:12][O:11][C@H:10]([CH2:15][NH:16][C:17](=[O:24])[C:18]3[CH:23]=[CH:22][CH:21]=[CH:20][CH:19]=3)[CH2:9]2)[CH:5]=[C:4]([C:25]2[CH:26]=[C:27]3[C:28]([C:31]([NH2:32])=[N:35][NH:36]3)=[CH:29][CH:30]=2)[N:3]=1. The catalyst class is: 8. (2) Reactant: [N+:1]([C:4]1[CH:5]=[CH:6][C:7]([O:10][CH2:11][CH2:12][Si:13]([CH3:16])([CH3:15])[CH3:14])=[N:8][CH:9]=1)([O-])=O. Product: [CH3:14][Si:13]([CH3:16])([CH3:15])[CH2:12][CH2:11][O:10][C:7]1[N:8]=[CH:9][C:4]([NH2:1])=[CH:5][CH:6]=1. The catalyst class is: 78. (3) Reactant: [S:1]([N:11]1[C:15]2[N:16]=[CH:17][C:18]3[N:19]([C:20]([C:23]45[CH2:30][CH2:29][C:26]([NH:31]C(=O)OC(C)(C)C)([CH2:27][CH2:28]4)[CH2:25][CH2:24]5)=[N:21][CH:22]=3)[C:14]=2[CH:13]=[CH:12]1)([C:4]1[CH:10]=[CH:9][C:7]([CH3:8])=[CH:6][CH:5]=1)(=[O:3])=[O:2].Cl.[CH:40]1([S:43](Cl)(=[O:45])=[O:44])[CH2:42][CH2:41]1. Product: [S:1]([N:11]1[C:15]2[N:16]=[CH:17][C:18]3[N:19]([C:20]([C:23]45[CH2:28][CH2:27][C:26]([NH:31][S:43]([CH:40]6[CH2:42][CH2:41]6)(=[O:45])=[O:44])([CH2:29][CH2:30]4)[CH2:25][CH2:24]5)=[N:21][CH:22]=3)[C:14]=2[CH:13]=[CH:12]1)([C:4]1[CH:5]=[CH:6][C:7]([CH3:8])=[CH:9][CH:10]=1)(=[O:3])=[O:2]. The catalyst class is: 3. (4) Reactant: [CH2:1]([O:3][P:4]([CH2:19][P:20]([O:25][CH2:26][CH3:27])([O:22][CH2:23][CH3:24])=[O:21])([C:6]1[CH:7]=[C:8]2[C:13](=[CH:14][CH:15]=1)[O:12][C:11](=[O:16])[CH2:10][C:9]2([CH3:18])[CH3:17])=[O:5])[CH3:2].[OH-:28].[K+]. Product: [OH:12][C:13]1[CH:14]=[CH:15][C:6]([P:4]([O:3][CH2:1][CH3:2])([CH2:19][P:20]([O:25][CH2:26][CH3:27])([O:22][CH2:23][CH3:24])=[O:21])=[O:5])=[CH:7][C:8]=1[C:9]([CH3:18])([CH3:17])[CH2:10][C:11]([OH:16])=[O:28]. The catalyst class is: 5.